Predict which catalyst facilitates the given reaction. From a dataset of Catalyst prediction with 721,799 reactions and 888 catalyst types from USPTO. (1) Reactant: [F:1][C:2]([F:18])([F:17])[O:3][C:4]1[CH:5]=[CH:6][C:7]2[O:12][CH:11]([C:13]([OH:15])=O)[CH2:10][NH:9][C:8]=2[CH:16]=1.[C:19](=[O:36])([O:34][CH3:35])[O:20][C:21]1[CH:26]=[C:25]([NH2:27])[C:24]([Br:28])=[CH:23][C:22]=1[CH:29]1[CH2:33][CH2:32][CH2:31][CH2:30]1.N1C=CC=CC=1.C(P1(=O)OP(CCC)(=O)OP(CCC)(=O)O1)CC. Product: [C:19](=[O:36])([O:34][CH3:35])[O:20][C:21]1[CH:26]=[C:25]([NH:27][C:13]([CH:11]2[O:12][C:7]3[CH:6]=[CH:5][C:4]([O:3][C:2]([F:1])([F:18])[F:17])=[CH:16][C:8]=3[NH:9][CH2:10]2)=[O:15])[C:24]([Br:28])=[CH:23][C:22]=1[CH:29]1[CH2:33][CH2:32][CH2:31][CH2:30]1. The catalyst class is: 504. (2) Reactant: BrC1N(CC=C(C)C)C(C(OC)=O)=C(C=O)N=1.[Br:18][C:19]1[N:20]([CH2:34][C:35]#[C:36][CH3:37])[C:21]([C:29]([O:31][CH2:32][CH3:33])=[O:30])=[C:22]([C:24](OCC)=[O:25])[N:23]=1.[H-].C([Al+]CC(C)C)C(C)C. Product: [Br:18][C:19]1[N:20]([CH2:34][C:35]#[C:36][CH3:37])[C:21]([C:29]([O:31][CH2:32][CH3:33])=[O:30])=[C:22]([CH:24]=[O:25])[N:23]=1. The catalyst class is: 7. (3) Reactant: CO[CH:3](OC)[CH2:4][NH2:5].C(N(CC)CC)C.[CH3:15][O:16][C:17]1[CH:18]=[C:19]([CH2:23][C:24](Cl)=[O:25])[CH:20]=[CH:21][CH:22]=1.O. Product: [CH3:15][O:16][C:17]1[CH:22]=[CH:21][C:20]2[CH2:3][CH2:4][NH:5][C:24](=[O:25])[CH2:23][C:19]=2[CH:18]=1. The catalyst class is: 22. (4) Reactant: [I:1][C:2]1[CH:7]=[CH:6][C:5]([OH:8])=[C:4]([O:9][CH3:10])[CH:3]=1.C([O-])([O-])=O.[K+].[K+].[CH2:17]([C:19]1[CH:26]=[CH:25][C:22]([CH2:23]Cl)=[CH:21][CH:20]=1)[CH3:18].O. Product: [CH2:17]([C:19]1[CH:26]=[CH:25][C:22]([CH2:23][O:8][C:5]2[CH:6]=[CH:7][C:2]([I:1])=[CH:3][C:4]=2[O:9][CH3:10])=[CH:21][CH:20]=1)[CH3:18]. The catalyst class is: 3.